Predict which catalyst facilitates the given reaction. From a dataset of Catalyst prediction with 721,799 reactions and 888 catalyst types from USPTO. (1) Reactant: [C:1]([C:5]1[S:9][C:8]([C@H:10]2[CH2:15][C@@H:14]([C:16](=[O:23])[CH2:17][C:18](OCC)=[O:19])[CH2:13][CH2:12][N:11]2[C:24]([O:26][CH3:27])=[O:25])=[CH:7][CH:6]=1)([CH3:4])([CH3:3])[CH3:2].[OH-].[Na+].[NH2:30]O.Cl. Product: [C:1]([C:5]1[S:9][C:8]([C@H:10]2[CH2:15][C@@H:14]([C:16]3[O:23][NH:30][C:18](=[O:19])[CH:17]=3)[CH2:13][CH2:12][N:11]2[C:24]([O:26][CH3:27])=[O:25])=[CH:7][CH:6]=1)([CH3:4])([CH3:3])[CH3:2]. The catalyst class is: 24. (2) Reactant: I([O-])(=O)(=O)=O.[Na+].[OH:7][CH:8](CO)[CH2:9][NH:10][C:11](=[O:17])[O:12][C:13]([CH3:16])([CH3:15])[CH3:14].ClCCl. Product: [O:7]=[CH:8][CH2:9][NH:10][C:11](=[O:17])[O:12][C:13]([CH3:15])([CH3:14])[CH3:16]. The catalyst class is: 6. (3) Reactant: [O:1]1[C@H:7]2[C@@H:2]1[CH2:3][C@H:4]([C:8]([O:10][CH2:11][C:12]1[CH:17]=[CH:16][CH:15]=[CH:14][CH:13]=1)=[O:9])[CH2:5][CH2:6]2.[Cl-].[NH4+].[N-:20]=[N+:21]=[N-:22].[Na+]. Product: [N:20]([C@H:7]1[CH2:6][CH2:5][C@@H:4]([C:8]([O:10][CH2:11][C:12]2[CH:17]=[CH:16][CH:15]=[CH:14][CH:13]=2)=[O:9])[CH2:3][C@@H:2]1[OH:1])=[N+:21]=[N-:22]. The catalyst class is: 9. (4) Reactant: CC([O-])(C)C.[K+].[F:7][C:8]1[S:12][C:11]([C:13]#[N:14])=[CH:10][CH:9]=1.[NH2:15][C:16]1[CH2:20][CH2:19][CH2:18][C:17]=1[C:21]([O:23]CC)=O.Cl. Product: [F:7][C:8]1[S:12][C:11]([C:13]2[N:14]=[C:21]([OH:23])[C:17]3[CH2:18][CH2:19][CH2:20][C:16]=3[N:15]=2)=[CH:10][CH:9]=1. The catalyst class is: 728. (5) Reactant: [O:1]([C:8]1[CH:13]=[CH:12][CH:11]=[CH:10][C:9]=1[NH:14][S:15]([C:18]1[CH:30]=[CH:29][C:21]([C:22]([NH:24][CH2:25][C:26]([OH:28])=O)=[O:23])=[CH:20][CH:19]=1)(=[O:17])=[O:16])[C:2]1[CH:7]=[CH:6][CH:5]=[CH:4][CH:3]=1.C(OC([N:38]1[CH2:44][CH2:43][CH2:42][NH:41][CH2:40][CH2:39]1)=O)(C)(C)C.CN(C(ON1N=NC2C=CC=CC1=2)=[N+](C)C)C.F[P-](F)(F)(F)(F)F.C(N(CC)CC)C.[Cl:76]CCl. Product: [ClH:76].[N:38]1([C:26](=[O:28])[CH2:25][NH:24][C:22](=[O:23])[C:21]2[CH:29]=[CH:30][C:18]([S:15](=[O:16])(=[O:17])[NH:14][C:9]3[CH:10]=[CH:11][CH:12]=[CH:13][C:8]=3[O:1][C:2]3[CH:7]=[CH:6][CH:5]=[CH:4][CH:3]=3)=[CH:19][CH:20]=2)[CH2:44][CH2:43][CH2:42][NH:41][CH2:40][CH2:39]1. The catalyst class is: 9.